Dataset: NCI-60 drug combinations with 297,098 pairs across 59 cell lines. Task: Regression. Given two drug SMILES strings and cell line genomic features, predict the synergy score measuring deviation from expected non-interaction effect. (1) Drug 1: COC1=CC(=CC(=C1O)OC)C2C3C(COC3=O)C(C4=CC5=C(C=C24)OCO5)OC6C(C(C7C(O6)COC(O7)C8=CC=CS8)O)O. Drug 2: CCCCC(=O)OCC(=O)C1(CC(C2=C(C1)C(=C3C(=C2O)C(=O)C4=C(C3=O)C=CC=C4OC)O)OC5CC(C(C(O5)C)O)NC(=O)C(F)(F)F)O. Cell line: SF-295. Synergy scores: CSS=41.0, Synergy_ZIP=0.0773, Synergy_Bliss=-0.479, Synergy_Loewe=-0.201, Synergy_HSA=1.20. (2) Drug 1: CN(C)N=NC1=C(NC=N1)C(=O)N. Drug 2: C1CC(=O)NC(=O)C1N2C(=O)C3=CC=CC=C3C2=O. Cell line: NCI-H322M. Synergy scores: CSS=-1.92, Synergy_ZIP=2.37, Synergy_Bliss=3.05, Synergy_Loewe=0.469, Synergy_HSA=-0.0177.